Dataset: NCI-60 drug combinations with 297,098 pairs across 59 cell lines. Task: Regression. Given two drug SMILES strings and cell line genomic features, predict the synergy score measuring deviation from expected non-interaction effect. (1) Drug 1: CC12CCC3C(C1CCC2O)C(CC4=C3C=CC(=C4)O)CCCCCCCCCS(=O)CCCC(C(F)(F)F)(F)F. Drug 2: C1CCC(C(C1)N)N.C(=O)(C(=O)[O-])[O-].[Pt+4]. Cell line: SNB-19. Synergy scores: CSS=22.7, Synergy_ZIP=-8.16, Synergy_Bliss=1.56, Synergy_Loewe=-12.8, Synergy_HSA=-1.73. (2) Drug 1: CC(C1=C(C=CC(=C1Cl)F)Cl)OC2=C(N=CC(=C2)C3=CN(N=C3)C4CCNCC4)N. Drug 2: CCN(CC)CCNC(=O)C1=C(NC(=C1C)C=C2C3=C(C=CC(=C3)F)NC2=O)C. Cell line: MCF7. Synergy scores: CSS=6.27, Synergy_ZIP=-1.18, Synergy_Bliss=1.20, Synergy_Loewe=-5.03, Synergy_HSA=-0.0110.